Dataset: NCI-60 drug combinations with 297,098 pairs across 59 cell lines. Task: Regression. Given two drug SMILES strings and cell line genomic features, predict the synergy score measuring deviation from expected non-interaction effect. Drug 1: CC1=CC=C(C=C1)C2=CC(=NN2C3=CC=C(C=C3)S(=O)(=O)N)C(F)(F)F. Drug 2: CC1CCC2CC(C(=CC=CC=CC(CC(C(=O)C(C(C(=CC(C(=O)CC(OC(=O)C3CCCCN3C(=O)C(=O)C1(O2)O)C(C)CC4CCC(C(C4)OC)OCCO)C)C)O)OC)C)C)C)OC. Cell line: CCRF-CEM. Synergy scores: CSS=5.15, Synergy_ZIP=1.25, Synergy_Bliss=4.24, Synergy_Loewe=-4.95, Synergy_HSA=0.0556.